From a dataset of Forward reaction prediction with 1.9M reactions from USPTO patents (1976-2016). Predict the product of the given reaction. (1) Given the reactants [Cl:1][C:2]1[CH:3]=[CH:4][C:5]([C:28]([F:31])([F:30])[F:29])=[C:6]([CH:27]=1)[CH2:7][N:8]1[CH2:13][CH2:12][NH:11][C:10]2[N:14]=[CH:15][C:16]([C:18]3[CH:26]=[CH:25][C:21]([C:22]([OH:24])=O)=[CH:20][CH:19]=3)=[CH:17][C:9]1=2.[C:32]1([N:38]2[CH2:43][CH2:42][NH:41][CH2:40][CH2:39]2)[CH:37]=[CH:36][CH:35]=[CH:34][CH:33]=1, predict the reaction product. The product is: [Cl:1][C:2]1[CH:3]=[CH:4][C:5]([C:28]([F:29])([F:31])[F:30])=[C:6]([CH:27]=1)[CH2:7][N:8]1[CH2:13][CH2:12][NH:11][C:10]2[N:14]=[CH:15][C:16]([C:18]3[CH:26]=[CH:25][C:21]([C:22]([N:41]4[CH2:42][CH2:43][N:38]([C:32]5[CH:37]=[CH:36][CH:35]=[CH:34][CH:33]=5)[CH2:39][CH2:40]4)=[O:24])=[CH:20][CH:19]=3)=[CH:17][C:9]1=2. (2) The product is: [CH3:1][CH:2]([CH3:52])[CH2:3][C@H:4]([NH:30][C:31](=[O:51])[C@@H:32]([NH:41][C:42](=[O:50])[CH2:43][N:44]1[CH2:49][CH2:48][O:47][CH2:46][CH2:45]1)[CH2:33][CH2:34][C:35]1[CH:36]=[CH:37][CH:38]=[CH:39][CH:40]=1)[C:5]([NH:7][C@@H:8]([CH2:23][C:24]1[CH:25]=[CH:26][CH:27]=[CH:28][CH:29]=1)[C:9]([NH:11][C@@H:12]([CH2:19][CH:20]([CH3:21])[CH3:22])/[C:13](/[C@@:15]1([CH3:18])[CH2:17][O:16]1)=[N:60]/[NH:59][C:53](=[O:58])[CH2:54][CH2:55][C:56]#[CH:57])=[O:10])=[O:6]. Given the reactants [CH3:1][CH:2]([CH3:52])[CH2:3][C@H:4]([NH:30][C:31](=[O:51])[C@@H:32]([NH:41][C:42](=[O:50])[CH2:43][N:44]1[CH2:49][CH2:48][O:47][CH2:46][CH2:45]1)[CH2:33][CH2:34][C:35]1[CH:40]=[CH:39][CH:38]=[CH:37][CH:36]=1)[C:5]([NH:7][C@@H:8]([CH2:23][C:24]1[CH:29]=[CH:28][CH:27]=[CH:26][CH:25]=1)[C:9]([NH:11][C@@H:12]([CH2:19][CH:20]([CH3:22])[CH3:21])[C:13]([C@@:15]1([CH3:18])[CH2:17][O:16]1)=O)=[O:10])=[O:6].[C:53]([NH:59][NH2:60])(=[O:58])[CH2:54][CH2:55][C:56]#[CH:57].C([O-])(O)=O.[Na+], predict the reaction product. (3) Given the reactants [CH3:1][O:2][C:3]1[CH:8]=[C:7]([CH3:9])[C:6]([S:10]([N:13]([CH2:15][C:16]2[O:20][C:19]([C:21](OC)=[O:22])=[N:18][N:17]=2)[CH3:14])(=[O:12])=[O:11])=[C:5]([CH3:25])[CH:4]=1.[CH3:26][N:27]([CH3:43])[CH:28]1[CH2:32][CH2:31][N:30]([CH2:33][C:34]2[CH:39]=[CH:38][C:37]([CH2:40][NH:41][CH3:42])=[CH:36][CH:35]=2)[CH2:29]1.C[Al](C)C, predict the reaction product. The product is: [CH3:43][N:27]([CH3:26])[CH:28]1[CH2:32][CH2:31][N:30]([CH2:33][C:34]2[CH:39]=[CH:38][C:37]([CH2:40][N:41]([CH3:42])[C:21]([C:19]3[O:20][C:16]([CH2:15][N:13]([S:10]([C:6]4[C:7]([CH3:9])=[CH:8][C:3]([O:2][CH3:1])=[CH:4][C:5]=4[CH3:25])(=[O:11])=[O:12])[CH3:14])=[N:17][N:18]=3)=[O:22])=[CH:36][CH:35]=2)[CH2:29]1.